This data is from Forward reaction prediction with 1.9M reactions from USPTO patents (1976-2016). The task is: Predict the product of the given reaction. (1) Given the reactants [Cl:1][C:2]1[CH:3]=[C:4]([CH:6]=[CH:7][C:8]=1[I:9])[NH2:5].[H-].[Na+].Br[CH2:13][CH2:14][O:15][Si:16]([C:19]([CH3:22])([CH3:21])[CH3:20])([CH3:18])[CH3:17], predict the reaction product. The product is: [Si:16]([O:15][CH2:14][CH2:13][NH:5][C:4]1[CH:6]=[CH:7][C:8]([I:9])=[C:2]([Cl:1])[CH:3]=1)([C:19]([CH3:22])([CH3:21])[CH3:20])([CH3:18])[CH3:17]. (2) Given the reactants C(OC([N:8]1[C:12]2[CH:13]=[CH:14][CH:15]=[CH:16][C:11]=2[N:10]=[C:9]1[CH2:17][NH:18][CH:19]1[C:28]2[N:27]=[CH:26][CH:25]=[CH:24][C:23]=2[CH2:22][CH2:21][CH2:20]1)=O)(C)(C)C.[N:29]1[CH:34]=[CH:33][C:32]([CH:35]=O)=[CH:31][CH:30]=1.C(O[BH-](OC(=O)C)OC(=O)C)(=O)C.[Na+].C(=O)(O)[O-].[Na+], predict the reaction product. The product is: [NH:8]1[C:12]2[CH:13]=[CH:14][CH:15]=[CH:16][C:11]=2[N:10]=[C:9]1[CH2:17][N:18]([CH2:35][C:32]1[CH:33]=[CH:34][N:29]=[CH:30][CH:31]=1)[CH:19]1[C:28]2[N:27]=[CH:26][CH:25]=[CH:24][C:23]=2[CH2:22][CH2:21][CH2:20]1.